This data is from Forward reaction prediction with 1.9M reactions from USPTO patents (1976-2016). The task is: Predict the product of the given reaction. (1) Given the reactants Cl.[O:2]=[C:3]1[NH:11][C:10]2[C:5](=[N:6][C:7]([C:12]3[CH:13]=[N:14][N:15]4[CH:20]=[CH:19][C:18]([C:21]#[N:22])=[CH:17][C:16]=34)=[N:8][CH:9]=2)[N:4]1[C@H:23]1[CH2:28][CH2:27][CH2:26][NH:25][CH2:24]1.[CH3:29][N:30]([CH3:35])[S:31](Cl)(=[O:33])=[O:32], predict the reaction product. The product is: [C:21]([C:18]1[CH:19]=[CH:20][N:15]2[N:14]=[CH:13][C:12]([C:7]3[N:6]=[C:5]4[C:10]([NH:11][C:3](=[O:2])[N:4]4[C@H:23]4[CH2:28][CH2:27][CH2:26][N:25]([S:31]([N:30]([CH3:35])[CH3:29])(=[O:33])=[O:32])[CH2:24]4)=[CH:9][N:8]=3)=[C:16]2[CH:17]=1)#[N:22]. (2) Given the reactants [F:1][C:2]([F:34])([F:33])[O:3][C:4]1[CH:5]=[C:6]([CH2:10][C:11]([NH:13][C:14]2[S:18][C:17]([CH2:19][CH2:20][CH2:21][CH2:22][N:23]3[CH:27]=[C:26]([C:28]([O:30]CC)=[O:29])[N:25]=[N:24]3)=[N:16][N:15]=2)=[O:12])[CH:7]=[CH:8][CH:9]=1.[Li+].[OH-], predict the reaction product. The product is: [F:34][C:2]([F:1])([F:33])[O:3][C:4]1[CH:5]=[C:6]([CH2:10][C:11]([NH:13][C:14]2[S:18][C:17]([CH2:19][CH2:20][CH2:21][CH2:22][N:23]3[CH:27]=[C:26]([C:28]([OH:30])=[O:29])[N:25]=[N:24]3)=[N:16][N:15]=2)=[O:12])[CH:7]=[CH:8][CH:9]=1. (3) Given the reactants [CH:1]1([CH2:4][NH2:5])[CH2:3][CH2:2]1.C([O:8][C:9]([C:11]1[N:15]([CH2:16][CH3:17])[N:14]=[CH:13][C:12]=1[CH2:18][N:19]1[CH2:23][CH:22]2[CH2:24][N:25]([C:27]([O:29][CH:30]([C:35]([F:38])([F:37])[F:36])[C:31]([F:34])([F:33])[F:32])=[O:28])[CH2:26][CH:21]2[CH2:20]1)=O)C, predict the reaction product. The product is: [CH:1]1([CH2:4][NH:5][C:9]([C:11]2[N:15]([CH2:16][CH3:17])[N:14]=[CH:13][C:12]=2[CH2:18][N:19]2[CH2:20][CH:21]3[CH2:26][N:25]([C:27]([O:29][CH:30]([C:31]([F:32])([F:33])[F:34])[C:35]([F:36])([F:37])[F:38])=[O:28])[CH2:24][CH:22]3[CH2:23]2)=[O:8])[CH2:3][CH2:2]1. (4) Given the reactants Cl.[N+:2]([C:5]1[CH:6]=[C:7]2[C:11](=[CH:12][CH:13]=1)[CH2:10][CH:9]([C:14]1[N:15]=[CH:16][NH:17][CH:18]=1)[CH2:8]2)([O-])=O, predict the reaction product. The product is: [NH:17]1[CH:18]=[C:14]([CH:9]2[CH2:8][C:7]3[C:11](=[CH:12][CH:13]=[C:5]([NH2:2])[CH:6]=3)[CH2:10]2)[N:15]=[CH:16]1. (5) Given the reactants [N:1]1[N:5]2[N:6]=[CH:7][CH:8]=[CH:9][C:4]2=[C:3](C(OC)=O)[CH:2]=1.[Li+:14].[OH-:15].C1[CH2:20][O:19]CC1, predict the reaction product. The product is: [N:1]1[N:5]2[N:6]=[CH:7][C:8]([C:20]([O-:19])=[O:15])=[CH:9][C:4]2=[CH:3][CH:2]=1.[Li+:14].